Dataset: Aqueous solubility values for 9,982 compounds from the AqSolDB database. Task: Regression/Classification. Given a drug SMILES string, predict its absorption, distribution, metabolism, or excretion properties. Task type varies by dataset: regression for continuous measurements (e.g., permeability, clearance, half-life) or binary classification for categorical outcomes (e.g., BBB penetration, CYP inhibition). For this dataset (solubility_aqsoldb), we predict Y. (1) The molecule is CC(C)COC(=O)c1ccccc1C(=O)OCC(C)C. The Y is -4.38 log mol/L. (2) The drug is c1cc2cccc3c4cccc5cccc(c(c1)c23)c54. The Y is -8.70 log mol/L. (3) The compound is CC(C)CC=O. The Y is -0.759 log mol/L. (4) The compound is COC1=C(C(=O)O)N2C(=O)C(NC(=O)C(N)C3=CCC=CC3)C2SC1. The Y is -1.89 log mol/L. (5) The compound is Oc1ccc(-c2ccccc2)cc1. The Y is -3.48 log mol/L. (6) The compound is CC(Oc1ccccc1Cl)C(=O)O. The Y is -2.22 log mol/L.